Dataset: Forward reaction prediction with 1.9M reactions from USPTO patents (1976-2016). Task: Predict the product of the given reaction. Given the reactants [CH3:1][C:2]([O:5][C:6]([NH:8][C@@H:9]1[C@@H:13]([OH:14])[CH2:12][CH2:11][CH2:10]1)=[O:7])([CH3:4])[CH3:3].[Li+].C[Si]([N-][Si](C)(C)C)(C)C.F[C:26]1[CH:31]=[C:30]([F:32])[CH:29]=[CH:28][C:27]=1[N+:33]([O-:35])=[O:34], predict the reaction product. The product is: [C:2]([O:5][C:6](=[O:7])[NH:8][C@H:9]1[CH2:10][CH2:11][CH2:12][C@@H:13]1[O:14][C:26]1[CH:31]=[C:30]([F:32])[CH:29]=[CH:28][C:27]=1[N+:33]([O-:35])=[O:34])([CH3:1])([CH3:3])[CH3:4].